From a dataset of Forward reaction prediction with 1.9M reactions from USPTO patents (1976-2016). Predict the product of the given reaction. (1) Given the reactants [CH3:1][O:2][CH2:3][C:4]([C:6]1[CH:11]=[CH:10][C:9]([O:12][C:13]([F:16])([F:15])[F:14])=[CH:8][CH:7]=1)=O.Cl.[NH2:18][OH:19].C(N(CC)CC)C, predict the reaction product. The product is: [OH:19][N:18]=[C:4]([C:6]1[CH:11]=[CH:10][C:9]([O:12][C:13]([F:16])([F:15])[F:14])=[CH:8][CH:7]=1)[CH2:3][O:2][CH3:1]. (2) The product is: [CH2:15]([O:17][C:18](=[O:19])/[CH:20]=[CH:8]/[C:7]1[CH:10]=[CH:11][C:12]([O:13][CH3:14])=[C:5]([O:4][CH:1]([CH3:3])[CH3:2])[CH:6]=1)[CH3:16]. Given the reactants [CH:1]([O:4][C:5]1[CH:6]=[C:7]([CH:10]=[CH:11][C:12]=1[O:13][CH3:14])[CH:8]=O)([CH3:3])[CH3:2].[CH2:15]([O:17][C:18]([CH:20]=P(C1C=CC=CC=1)(C1C=CC=CC=1)C1C=CC=CC=1)=[O:19])[CH3:16], predict the reaction product. (3) Given the reactants Br[C:2]1[C:6]2=[N:7][C:8]([C:11]([NH:13][C:14]3[CH:15]=[N:16][CH:17]=[CH:18][C:19]=3[N:20]3[CH2:25][CH2:24][CH2:23][C@H:22]([NH:26][C:27](=[O:33])[O:28][C:29]([CH3:32])([CH3:31])[CH3:30])[CH2:21]3)=[O:12])=[CH:9][CH:10]=[C:5]2[S:4][CH:3]=1.[O-]P([O-])([O-])=O.[K+].[K+].[K+].[CH3:42][C:43]1(C)C(C)(C)OB(C=C)O1, predict the reaction product. The product is: [CH:42]([C:2]1[C:6]2=[N:7][C:8]([C:11]([NH:13][C:14]3[CH:15]=[N:16][CH:17]=[CH:18][C:19]=3[N:20]3[CH2:25][CH2:24][CH2:23][C@H:22]([NH:26][C:27](=[O:33])[O:28][C:29]([CH3:32])([CH3:31])[CH3:30])[CH2:21]3)=[O:12])=[CH:9][CH:10]=[C:5]2[S:4][CH:3]=1)=[CH2:43]. (4) Given the reactants [Cl:1][C:2]1[N:3]=[C:4]([N:9]2[CH2:14][CH2:13][O:12][CH2:11][CH2:10]2)[S:5][C:6]=1[CH:7]=O.[CH3:15][N:16]([CH3:36])[C:17]([C@@H:19]1[C@H:24]([NH:25][C:26]2[C:31]([Cl:32])=[CH:30][N:29]=[C:28]([NH2:33])[C:27]=2[NH2:34])[C@@H:23]2[CH2:35][C@H:20]1[CH:21]=[CH:22]2)=[O:18].C([O-])(=O)C.[NH4+], predict the reaction product. The product is: [CH3:15][N:16]([CH3:36])[C:17]([C@@H:19]1[C@H:24]([NH:25][C:26]2[C:31]([Cl:32])=[CH:30][N:29]=[C:28]3[NH:33][C:7]([C:6]4[S:5][C:4]([N:9]5[CH2:14][CH2:13][O:12][CH2:11][CH2:10]5)=[N:3][C:2]=4[Cl:1])=[N:34][C:27]=23)[C@@H:23]2[CH2:35][C@H:20]1[CH:21]=[CH:22]2)=[O:18].